Task: Predict which catalyst facilitates the given reaction.. Dataset: Catalyst prediction with 721,799 reactions and 888 catalyst types from USPTO (1) Reactant: [O:1]=[C:2]([C:9]1[CH:14]=[CH:13][N:12]=[CH:11][CH:10]=1)[CH2:3][C:4]([O:6]CC)=O.O[N:16]=[C:17]([C:19]1[CH:24]=[CH:23][CH:22]=[C:21]([S:25]([CH3:28])(=[O:27])=[O:26])[CH:20]=1)[NH2:18]. Product: [CH3:28][S:25]([C:21]1[CH:20]=[C:19]([C:17]2[N:16]=[C:4]([CH2:3][C:2]([C:9]3[CH:10]=[CH:11][N:12]=[CH:13][CH:14]=3)=[O:1])[O:6][N:18]=2)[CH:24]=[CH:23][CH:22]=1)(=[O:26])=[O:27]. The catalyst class is: 11. (2) Reactant: [CH:1]1[C:14]2[C:5](=[CH:6][C:7]3[C:12]([C:13]=2[CH2:15][NH:16]O)=[CH:11][CH:10]=[CH:9][CH:8]=3)[CH:4]=[CH:3][CH:2]=1.C(OC(OC(C)(C)C)=O)(OC(C)(C)C)=O.N1C=[CH:37][CH:36]=[CH:35][C:34]=1[CH2:39][OH:40]. Product: [CH:1]1[C:14]2[C:5](=[CH:6][C:7]3[C:12]([C:13]=2[CH2:15][NH:16][CH2:37][CH2:36][CH2:35][CH2:34][CH2:39][OH:40])=[CH:11][CH:10]=[CH:9][CH:8]=3)[CH:4]=[CH:3][CH:2]=1. The catalyst class is: 5. (3) The catalyst class is: 4. Reactant: [Cl:1][C:2]1[CH:7]=[CH:6][N:5]2[N:8]=[CH:9][C:10]([C:11](Cl)=[O:12])=[C:4]2[N:3]=1.[Cl:14][C:15]1[CH:16]=[C:17]([C:21]2[C:25]([NH2:26])=[CH:24][N:23]([CH3:27])[N:22]=2)[CH:18]=[CH:19][CH:20]=1.C(N(CC)CC)C. Product: [Cl:1][C:2]1[CH:7]=[CH:6][N:5]2[N:8]=[CH:9][C:10]([C:11]([NH:26][C:25]3[C:21]([C:17]4[CH:18]=[CH:19][CH:20]=[C:15]([Cl:14])[CH:16]=4)=[N:22][N:23]([CH3:27])[CH:24]=3)=[O:12])=[C:4]2[N:3]=1.